From a dataset of Catalyst prediction with 721,799 reactions and 888 catalyst types from USPTO. Predict which catalyst facilitates the given reaction. (1) Product: [CH3:1][O:2][C:3]1[C:4]([CH:20]([N:38]2[CH2:43][CH2:42][CH2:41][CH2:40][C@H:39]2[C:44]2[CH:53]=[CH:52][C:47]([C:48]([O:50][CH3:51])=[O:49])=[CH:46][CH:45]=2)[C:21]([F:23])([F:22])[F:24])=[C:5]2[C:9](=[C:10]([CH3:12])[CH:11]=1)[N:8]([C:13]([O:15][C:16]([CH3:19])([CH3:18])[CH3:17])=[O:14])[CH:7]=[CH:6]2. The catalyst class is: 759. Reactant: [CH3:1][O:2][C:3]1[C:4]([CH:20](O)[C:21]([F:24])([F:23])[F:22])=[C:5]2[C:9](=[C:10]([CH3:12])[CH:11]=1)[N:8]([C:13]([O:15][C:16]([CH3:19])([CH3:18])[CH3:17])=[O:14])[CH:7]=[CH:6]2.CCN(CC)CC.CS(Cl)(=O)=O.[NH:38]1[CH2:43][CH2:42][CH2:41][CH2:40][C@H:39]1[C:44]1[CH:53]=[CH:52][C:47]([C:48]([O:50][CH3:51])=[O:49])=[CH:46][CH:45]=1. (2) Reactant: Br[C:2]1[C:3]([C:11]2[CH:16]=[CH:15][CH:14]=[C:13]([CH3:17])[N:12]=2)=[N:4][N:5]2[CH:10]=[CH:9][CH:8]=[CH:7][C:6]=12.C([Li])(C)(C)C.B(OC(C)C)(OC(C)C)OC(C)C.FC(F)(F)C([NH:40][C:41]1[N:42]=[C:43]2[CH:48]=[CH:47][C:46](I)=[CH:45][N:44]2[CH:50]=1)=O. Product: [CH3:17][C:13]1[N:12]=[C:11]([C:3]2[C:2]([C:46]3[CH:47]=[CH:48][C:43]4[N:44]([CH:50]=[C:41]([NH2:40])[N:42]=4)[CH:45]=3)=[C:6]3[CH:7]=[CH:8][CH:9]=[CH:10][N:5]3[N:4]=2)[CH:16]=[CH:15][CH:14]=1. The catalyst class is: 176. (3) Reactant: Cl[CH2:2][C:3]([N:5]1[C:14]2[C:9](=[CH:10][CH:11]=[CH:12][CH:13]=2)[CH2:8][CH2:7][CH2:6]1)=[O:4].[Cl-].[Al+3].[Cl-].[Cl-].O. Product: [CH2:2]1[C:13]2=[C:14]3[C:9](=[CH:10][CH:11]=[CH:12]2)[CH2:8][CH2:7][CH2:6][N:5]3[C:3]1=[O:4]. The catalyst class is: 11. (4) Reactant: [Br:1][C:2]1[C:7]([CH3:8])=[CH:6][C:5]([C:9](=[O:11])C)=[C:4]([O:12][CH2:13][C:14]2[CH:19]=[CH:18][CH:17]=[CH:16][CH:15]=2)[CH:3]=1.[OH-:20].[Na+].BrBr. Product: [Br:1][C:2]1[C:7]([CH3:8])=[CH:6][C:5]([C:9]([OH:11])=[O:20])=[C:4]([O:12][CH2:13][C:14]2[CH:19]=[CH:18][CH:17]=[CH:16][CH:15]=2)[CH:3]=1. The catalyst class is: 38. (5) Reactant: C([NH:8][C:9]1[C:10]([CH3:28])=[C:11]([CH3:27])[C:12]2[O:16][CH:15]=[C:14]([C:17]3[CH:22]=[CH:21][C:20]([CH2:23][CH3:24])=[CH:19][CH:18]=3)[C:13]=2[C:25]=1[CH3:26])C1C=CC=CC=1. Product: [CH2:23]([C:20]1[CH:21]=[CH:22][C:17]([C:14]2[C:13]3[C:25]([CH3:26])=[C:9]([NH2:8])[C:10]([CH3:28])=[C:11]([CH3:27])[C:12]=3[O:16][CH:15]=2)=[CH:18][CH:19]=1)[CH3:24]. The catalyst class is: 175. (6) Reactant: [Cl:1][C:2]1[CH:7]=[CH:6][C:5]([C:8]2[CH:9]=[N:10][CH:11]=[C:12]3[C:17]=2[N:16]=[C:15]([C:18]([OH:20])=O)[CH:14]=[CH:13]3)=[CH:4][CH:3]=1.C(N(CC)C(C)C)(C)C.F[P-](F)(F)(F)(F)F.N1(OC(N(C)C)=[N+](C)C)[C:41]2[N:42]=[CH:43][CH:44]=[CH:45][C:40]=2N=N1.C1(CNC)CC1. Product: [Cl:1][C:2]1[CH:3]=[CH:4][C:5]([C:8]2[CH:9]=[N:10][CH:11]=[C:12]3[C:17]=2[N:16]=[C:15]([C:18]([N:42]([CH2:43][CH:44]2[CH2:40][CH2:45]2)[CH3:41])=[O:20])[CH:14]=[CH:13]3)=[CH:6][CH:7]=1. The catalyst class is: 9. (7) Reactant: [OH:1][CH2:2][C:3]1[S:7][C:6]([C:8]2[NH:12][C:11]([CH:13]([C:21]3[CH:29]=[CH:28][C:24]([C:25]([OH:27])=O)=[CH:23][CH:22]=3)[CH2:14][CH:15]3[CH2:20][CH2:19][O:18][CH2:17][CH2:16]3)=[CH:10][CH:9]=2)=[N:5][CH:4]=1.Cl.C(N=C=NC[CH2:37][CH2:38][N:39]([CH3:41])C)C.ON1C2C=CC=CC=2N=N1.N1CCC1. Product: [N:39]1([C:25]([C:24]2[CH:28]=[CH:29][C:21]([CH:13]([C:11]3[NH:12][C:8]([C:6]4[S:7][C:3]([CH2:2][OH:1])=[CH:4][N:5]=4)=[CH:9][CH:10]=3)[CH2:14][CH:15]3[CH2:20][CH2:19][O:18][CH2:17][CH2:16]3)=[CH:22][CH:23]=2)=[O:27])[CH2:38][CH2:37][CH2:41]1. The catalyst class is: 42. (8) Reactant: [CH3:1][C:2]1[C:6]([C:7]([NH:9][N:10]2[CH2:15][CH2:14][CH2:13][CH2:12][CH2:11]2)=[O:8])=[N:5][N:4]([C:16]2[CH:17]=[CH:18][C:19]([Cl:23])=[CH:20][C:21]=2[Cl:22])[C:3]=1[C:24]1[CH:25]=[CH:26][C:27]([Cl:30])=[CH:28][CH:29]=1.C[Si](C)(C)[Cl:33].Cl[SiH3]. Product: [CH3:1][C:2]1[C:6]([C:7]([NH:9][N:10]2[CH2:11][CH2:12][CH2:13][CH2:14][CH2:15]2)=[O:8])=[N:5][N:4]([C:16]2[CH:17]=[CH:18][C:19]([Cl:23])=[CH:20][C:21]=2[Cl:22])[C:3]=1[C:24]1[CH:25]=[CH:26][C:27]([Cl:30])=[CH:28][CH:29]=1.[ClH:33]. The catalyst class is: 370. (9) Reactant: C([Li])CCC.C(=O)=O.CC(C)=O.Br[C:14]1[N:18]([CH3:19])[C:17]([CH3:20])=[N:16][CH:15]=1.[Cl:21][C:22]1[C:31]2[C:26](=[CH:27][CH:28]=[C:29]([C:32]([C:34]3[N:38]([CH3:39])[N:37]=[N:36][CH:35]=3)=[O:33])[CH:30]=2)[N:25]=[C:24]([O:40][CH3:41])[C:23]=1[CH2:42][N:43]1[CH2:48][CH2:47][N:46]([CH2:49][C:50]([F:53])([F:52])[F:51])[CH2:45][CH2:44]1. Product: [Cl:21][C:22]1[C:31]2[C:26](=[CH:27][CH:28]=[C:29]([C:32]([C:14]3[N:18]([CH3:19])[C:17]([CH3:20])=[N:16][CH:15]=3)([C:34]3[N:38]([CH3:39])[N:37]=[N:36][CH:35]=3)[OH:33])[CH:30]=2)[N:25]=[C:24]([O:40][CH3:41])[C:23]=1[CH2:42][N:43]1[CH2:44][CH2:45][N:46]([CH2:49][C:50]([F:53])([F:51])[F:52])[CH2:47][CH2:48]1. The catalyst class is: 7. (10) Reactant: [Cl:1][C:2]1[CH:49]=[CH:48][C:5]([CH2:6][C@@H:7]([NH:28][CH:29]2[CH2:34][CH2:33][CH:32]([NH:35][C:36]3[CH:46]=[CH:45][C:44]([F:47])=[CH:43][C:37]=3[C:38]([N:40]([CH3:42])[CH3:41])=[O:39])[CH2:31][CH2:30]2)[C:8]([N:10]2[CH2:15][CH2:14][C:13]([CH:22]3[CH2:27][CH2:26][CH2:25][CH2:24][CH2:23]3)([CH2:16][N:17]3[CH:21]=[N:20][CH:19]=[N:18]3)[CH2:12][CH2:11]2)=[O:9])=[CH:4][CH:3]=1.Cl. Product: [ClH:1].[Cl:1][C:2]1[CH:3]=[CH:4][C:5]([CH2:6][C@@H:7]([NH:28][CH:29]2[CH2:30][CH2:31][CH:32]([NH:35][C:36]3[CH:46]=[CH:45][C:44]([F:47])=[CH:43][C:37]=3[C:38]([N:40]([CH3:42])[CH3:41])=[O:39])[CH2:33][CH2:34]2)[C:8]([N:10]2[CH2:11][CH2:12][C:13]([CH:22]3[CH2:27][CH2:26][CH2:25][CH2:24][CH2:23]3)([CH2:16][N:17]3[CH:21]=[N:20][CH:19]=[N:18]3)[CH2:14][CH2:15]2)=[O:9])=[CH:48][CH:49]=1. The catalyst class is: 268.